Dataset: Forward reaction prediction with 1.9M reactions from USPTO patents (1976-2016). Task: Predict the product of the given reaction. (1) Given the reactants [OH:1][C:2]1[CH:3]=[CH:4][C:5]2[N:6]([N:8]=[CH:9][C:10]=2[C:11]([O:13][CH3:14])=[O:12])[CH:7]=1.[F:15][CH2:16][CH:17](O)[CH2:18][F:19].N(C(N1CCCCC1)=O)=NC(N1CCCCC1)=O.CCCCP(CCCC)CCCC, predict the reaction product. The product is: [F:15][CH2:16][CH:17]([O:1][C:2]1[CH:3]=[CH:4][C:5]2[N:6]([N:8]=[CH:9][C:10]=2[C:11]([O:13][CH3:14])=[O:12])[CH:7]=1)[CH2:18][F:19]. (2) Given the reactants COC(=O)[NH:4][C:5]1[NH:9][C:8]2[CH:10]=[C:11]([C:14]3[CH:15]=[CH:16][C:17]4[O:23][CH2:22][CH2:21][N:20]([C:24]5[C:29]([CH2:30][C:31]6[CH:36]=[CH:35][C:34]([F:37])=[CH:33][CH:32]=6)=[C:28]([CH3:38])[N:27]=[CH:26][N:25]=5)[CH2:19][C:18]=4[CH:39]=3)[CH:12]=[CH:13][C:7]=2[N:6]=1.Cl, predict the reaction product. The product is: [F:37][C:34]1[CH:35]=[CH:36][C:31]([CH2:30][C:29]2[C:24]([N:20]3[CH2:19][C:18]4[CH:39]=[C:14]([C:11]5[CH:12]=[CH:13][C:7]6[N:6]=[C:5]([NH2:4])[NH:9][C:8]=6[CH:10]=5)[CH:15]=[CH:16][C:17]=4[O:23][CH2:22][CH2:21]3)=[N:25][CH:26]=[N:27][C:28]=2[CH3:38])=[CH:32][CH:33]=1. (3) Given the reactants [Br:1][C:2]1[CH:3]=[CH:4][C:5]([OH:8])=[N:6][CH:7]=1.[I:9]N1C(=O)CCC1=O, predict the reaction product. The product is: [Br:1][C:2]1[CH:3]=[C:4]([I:9])[C:5]([OH:8])=[N:6][CH:7]=1. (4) The product is: [C:28]([C@@H:31]([C@H:33]([C:35]([OH:37])=[O:36])[OH:34])[OH:32])([OH:30])=[O:29].[CH3:1][C:2]1[N:3]=[CH:4][O:5][C:6]=1[CH2:7][NH:8][C:9]([C:11]1[CH:15]=[C:14]([NH:16][C:17](=[O:27])[C:18]2[CH:23]=[C:22]([F:24])[C:21]([F:25])=[CH:20][C:19]=2[Cl:26])[NH:13][N:12]=1)=[O:10]. Given the reactants [CH3:1][C:2]1[N:3]=[CH:4][O:5][C:6]=1[CH2:7][NH:8][C:9]([C:11]1[CH:15]=[C:14]([NH:16][C:17](=[O:27])[C:18]2[CH:23]=[C:22]([F:24])[C:21]([F:25])=[CH:20][C:19]=2[Cl:26])[NH:13][N:12]=1)=[O:10].[C:28]([C@@H:31]([C@H:33]([C:35]([O-:37])=[O:36])[OH:34])[OH:32])([O-:30])=[O:29], predict the reaction product. (5) Given the reactants [CH2:1]([C:3]1[C:12]([N+:13]([O-])=O)=[C:11]2[C:6]([CH:7]=[CH:8][CH:9]=[N:10]2)=[CH:5][CH:4]=1)[CH3:2].[Sn](Cl)Cl, predict the reaction product. The product is: [CH2:1]([C:3]1[C:12]([NH2:13])=[C:11]2[C:6]([CH:7]=[CH:8][CH:9]=[N:10]2)=[CH:5][CH:4]=1)[CH3:2]. (6) Given the reactants [NH2:1][C:2]1[N:10]=[CH:9][CH:8]=[CH:7][C:3]=1[C:4]([OH:6])=O.[CH3:11][NH2:12].[CH3:13][O:14][C:15]1[CH:22]=[C:21]([OH:23])[CH:20]=[CH:19][C:16]=1[CH:17]=O.[Br-].Br[CH2:26][CH2:27][CH2:28][NH+:29]1[CH2:33][CH2:32][CH2:31][CH2:30]1, predict the reaction product. The product is: [CH3:13][O:14][C:15]1[CH:22]=[C:21]([O:23][CH2:26][CH2:27][CH2:28][N:29]2[CH2:33][CH2:32][CH2:31][CH2:30]2)[CH:20]=[CH:19][C:16]=1[C:17]1[N:12]([CH3:11])[C:4](=[O:6])[C:3]2[CH:7]=[CH:8][CH:9]=[N:10][C:2]=2[N:1]=1. (7) Given the reactants [Cl:1][C:2]1[CH:3]=[C:4]([NH:19][C:20]2[C:30]3[CH:29]=[C:28]([C:31](O)=[O:32])[CH2:27][CH2:26][NH:25][C:24]=3[N:23]=[CH:22][N:21]=2)[CH:5]=[CH:6][C:7]=1[O:8][C:9]1[CH:14]=[CH:13][CH:12]=[C:11]([C:15]([F:18])([F:17])[F:16])[CH:10]=1.[OH:34]N1C2C=CC=CC=2N=N1.Cl.C(N=C=NCCCN(C)C)C.[S:56]1[CH:60]=[CH:59][CH:58]=[C:57]1[CH2:61][CH2:62][NH2:63].CN(C)[CH:66]=[O:67], predict the reaction product. The product is: [F:16][C:15]([F:18])([F:17])[C:66]([OH:67])=[O:34].[Cl:1][C:2]1[CH:3]=[C:4]([NH:19][C:20]2[C:30]3[CH:29]=[C:28]([C:31]([NH:63][CH2:62][CH2:61][C:57]4[S:56][CH:60]=[CH:59][CH:58]=4)=[O:32])[CH2:27][CH2:26][NH:25][C:24]=3[N:23]=[CH:22][N:21]=2)[CH:5]=[CH:6][C:7]=1[O:8][C:9]1[CH:14]=[CH:13][CH:12]=[C:11]([C:15]([F:17])([F:16])[F:18])[CH:10]=1.